From a dataset of Forward reaction prediction with 1.9M reactions from USPTO patents (1976-2016). Predict the product of the given reaction. Given the reactants [CH3:1][C:2]1[CH:7]=[CH:6][CH:5]=[CH:4][C:3]=1[S:8]([N:11]=[C:12]=[O:13])(=[O:10])=[O:9].[NH2:14][C@@H:15]([CH2:31][C:32]1[CH:37]=[CH:36][CH:35]=[CH:34][CH:33]=1)[C:16]([N:18]([C:20]1[CH:25]=[CH:24][C:23]([O:26][CH2:27][C:28]([NH2:30])=[O:29])=[CH:22][CH:21]=1)[CH3:19])=[O:17].CCN(C(C)C)C(C)C, predict the reaction product. The product is: [NH2:30][C:28](=[O:29])[CH2:27][O:26][C:23]1[CH:24]=[CH:25][C:20]([N:18]([CH3:19])[C:16](=[O:17])[C@@H:15]([NH:14][C:12]([NH:11][S:8]([C:3]2[CH:4]=[CH:5][CH:6]=[CH:7][C:2]=2[CH3:1])(=[O:10])=[O:9])=[O:13])[CH2:31][C:32]2[CH:33]=[CH:34][CH:35]=[CH:36][CH:37]=2)=[CH:21][CH:22]=1.